This data is from Reaction yield outcomes from USPTO patents with 853,638 reactions. The task is: Predict the reaction yield, written as a fraction of the theoretical maximum amount of product (1.0 means a 100% yield; for example, 0.34 means a 34% yield). The reactants are [Cl:1][C:2]1[CH:3]=[C:4]([CH:27]=[CH:28][C:29]=1[F:30])[NH:5][C:6]1[C:15]2[C:10](=[CH:11][C:12]([O:22][CH2:23][CH2:24][CH2:25]Cl)=[CH:13][C:14]=2[O:16][CH:17]2[CH2:21][CH2:20][O:19][CH2:18]2)[N:9]=[CH:8][N:7]=1.[C:31]([CH2:33][N:34]1[CH2:39][CH2:38][NH:37][CH2:36][CH2:35]1)#[N:32]. No catalyst specified. The product is [Cl:1][C:2]1[CH:3]=[C:4]([CH:27]=[CH:28][C:29]=1[F:30])[NH:5][C:6]1[C:15]2[C:10](=[CH:11][C:12]([O:22][CH2:23][CH2:24][CH2:25][N:37]3[CH2:38][CH2:39][N:34]([CH2:33][C:31]#[N:32])[CH2:35][CH2:36]3)=[CH:13][C:14]=2[O:16][CH:17]2[CH2:21][CH2:20][O:19][CH2:18]2)[N:9]=[CH:8][N:7]=1. The yield is 0.400.